From a dataset of Reaction yield outcomes from USPTO patents with 853,638 reactions. Predict the reaction yield, written as a fraction of the theoretical maximum amount of product (1.0 means a 100% yield; for example, 0.34 means a 34% yield). (1) The reactants are C([O:3][C:4]([C:6]1[N:7]=[C:8]([NH:12][C:13]2[CH:18]=[CH:17][C:16]([Cl:19])=[CH:15][CH:14]=2)[S:9][C:10]=1[CH3:11])=[O:5])C.[OH-].[K+]. The catalyst is C1COCC1. The product is [Cl:19][C:16]1[CH:15]=[CH:14][C:13]([NH:12][C:8]2[S:9][C:10]([CH3:11])=[C:6]([C:4]([OH:5])=[O:3])[N:7]=2)=[CH:18][CH:17]=1. The yield is 0.445. (2) The reactants are [O:1]=[C:2]1[CH:11]([N:12]2[CH2:17][CH2:16][N:15](C(OC(C)(C)C)=O)[CH2:14][CH2:13]2)[CH2:10][C:9]2[C:4](=[CH:5][CH:6]=[CH:7][CH:8]=2)[NH:3]1.N1CCC(C2CC3C(=CC=CC=3)NC2=O)CC1. No catalyst specified. The product is [N:12]1([CH:11]2[CH2:10][C:9]3[C:4](=[CH:5][CH:6]=[CH:7][CH:8]=3)[NH:3][C:2]2=[O:1])[CH2:13][CH2:14][NH:15][CH2:16][CH2:17]1. The yield is 1.00. (3) The product is [CH3:12][O:13][C:14]1[CH:15]=[C:16]([S:20]([NH:1][C:2]2[CH:3]=[CH:4][CH:5]=[C:6]3[C:11]=2[N:10]=[CH:9][CH:8]=[CH:7]3)(=[O:22])=[O:21])[CH:17]=[CH:18][CH:19]=1. The yield is 0.560. The reactants are [NH2:1][C:2]1[CH:3]=[CH:4][CH:5]=[C:6]2[C:11]=1[N:10]=[CH:9][CH:8]=[CH:7]2.[CH3:12][O:13][C:14]1[CH:15]=[C:16]([S:20](Cl)(=[O:22])=[O:21])[CH:17]=[CH:18][CH:19]=1. The catalyst is CN(C1C=CN=CC=1)C. (4) The reactants are C[O:2][C:3](=[O:18])[CH2:4][C:5]1[CH:14]=[C:13]([OH:15])[C:12]2[C:7](=[CH:8][CH:9]=[C:10]([F:16])[CH:11]=2)[C:6]=1[F:17].Br[C:20]1[CH:25]=[CH:24][C:23]([S:26]([CH2:29][CH3:30])(=[O:28])=[O:27])=[CH:22][N:21]=1. No catalyst specified. The product is [F:17][C:6]1[C:7]2[C:12](=[CH:11][C:10]([F:16])=[CH:9][CH:8]=2)[C:13]([O:15][C:20]2[CH:25]=[CH:24][C:23]([S:26]([CH2:29][CH3:30])(=[O:27])=[O:28])=[CH:22][N:21]=2)=[CH:14][C:5]=1[CH2:4][C:3]([OH:2])=[O:18]. The yield is 0.120.